From a dataset of Catalyst prediction with 721,799 reactions and 888 catalyst types from USPTO. Predict which catalyst facilitates the given reaction. (1) Reactant: [NH2:1][C:2]1[N:7]=[C:6]([CH3:8])[CH:5]=[C:4]([CH3:9])[N:3]=1.[ClH:10]. Product: [ClH:10].[NH2:1][C:2]1[NH:7][CH:6]([CH3:8])[CH2:5][CH:4]([CH3:9])[N:3]=1. The catalyst class is: 45. (2) Reactant: C([O-])([O-])=O.[K+].[K+].[CH2:7]([O:9][C:10](=[O:32])[C:11]1([CH2:31][CH2:30][CH2:29][CH2:28]1)[NH:12]S(C1C=C2C(C(Cl)=CN=C2Cl)=CC=1)(=O)=O)[CH3:8].BrCCOC1CCCCO1.[I-].[Na+]. Product: [CH2:7]([O:9][C:10](=[O:32])[C:11]1([CH2:31][CH2:30][CH2:29][CH2:28]1)[NH2:12])[CH3:8]. The catalyst class is: 18. (3) Reactant: [Br:1][C:2]1[CH:3]=[C:4]([CH:8]2[CH2:17][C:16]([CH3:19])([CH3:18])[C:15]3[C:10](=[CH:11][CH:12]=[C:13]([C:20]([F:23])([F:22])[F:21])[CH:14]=3)[NH:9]2)[CH:5]=[CH:6][CH:7]=1.[H-].[Na+].I[CH3:27]. Product: [Br:1][C:2]1[CH:3]=[C:4]([CH:8]2[CH2:17][C:16]([CH3:19])([CH3:18])[C:15]3[C:10](=[CH:11][CH:12]=[C:13]([C:20]([F:23])([F:21])[F:22])[CH:14]=3)[N:9]2[CH3:27])[CH:5]=[CH:6][CH:7]=1. The catalyst class is: 9. (4) The catalyst class is: 8. Reactant: [Br:1][C:2]1[C:3](Cl)=[N:4][C:5]([Cl:8])=[N:6][CH:7]=1.O.[NH2:11][NH2:12]. Product: [Br:1][C:2]1[C:3]([NH:11][NH2:12])=[N:4][C:5]([Cl:8])=[N:6][CH:7]=1.